Task: Regression. Given a peptide amino acid sequence and an MHC pseudo amino acid sequence, predict their binding affinity value. This is MHC class I binding data.. Dataset: Peptide-MHC class I binding affinity with 185,985 pairs from IEDB/IMGT (1) The peptide sequence is REKPYKEV. The MHC is Mamu-A11 with pseudo-sequence Mamu-A11. The binding affinity (normalized) is 0.328. (2) The peptide sequence is QILMKTANNY. The MHC is HLA-A11:01 with pseudo-sequence HLA-A11:01. The binding affinity (normalized) is 0.374. (3) The peptide sequence is TLPSIFLIIT. The MHC is HLA-A02:01 with pseudo-sequence HLA-A02:01. The binding affinity (normalized) is 0.151. (4) The peptide sequence is ITFHNQRDF. The MHC is HLA-A30:01 with pseudo-sequence HLA-A30:01. The binding affinity (normalized) is 0.0847. (5) The peptide sequence is QHSFMANRM. The MHC is HLA-B46:01 with pseudo-sequence HLA-B46:01. The binding affinity (normalized) is 0.0847. (6) The peptide sequence is NVRGSGMRILV. The MHC is HLA-A02:02 with pseudo-sequence HLA-A02:02. The binding affinity (normalized) is 0. (7) The peptide sequence is HILGPDCCI. The MHC is HLA-A02:01 with pseudo-sequence HLA-A02:01. The binding affinity (normalized) is 0.